Predict the reactants needed to synthesize the given product. From a dataset of Retrosynthesis with 50K atom-mapped reactions and 10 reaction types from USPTO. Given the product COC(=O)c1ccccc1Oc1ccc2c(c1)CC[C@H](CN(C[C@@H](COc1ccccc1)O[Si](C)(C)C(C)(C)C)C(=O)OC(C)(C)C)O2, predict the reactants needed to synthesize it. The reactants are: CC(C)(C)OC(=O)N(C[C@@H](COc1ccccc1)O[Si](C)(C)C(C)(C)C)C[C@H]1CCc2cc(I)ccc2O1.COC(=O)c1ccccc1O.